Dataset: Catalyst prediction with 721,799 reactions and 888 catalyst types from USPTO. Task: Predict which catalyst facilitates the given reaction. Reactant: [CH3:1][Si:2]([CH3:13])([CH3:12])[C:3]1[CH:8]=[CH:7][N:6]=[C:5]2[O:9][CH2:10][CH2:11][C:4]=12.C(=O)([O-])O.[Na+].[Br:19]Br.S([O-])([O-])(=O)=S.[Na+].[Na+]. Product: [Br:19][C:8]1[C:3]([Si:2]([CH3:13])([CH3:12])[CH3:1])=[C:4]2[CH2:11][CH2:10][O:9][C:5]2=[N:6][CH:7]=1. The catalyst class is: 4.